Dataset: NCI-60 drug combinations with 297,098 pairs across 59 cell lines. Task: Regression. Given two drug SMILES strings and cell line genomic features, predict the synergy score measuring deviation from expected non-interaction effect. Drug 1: C#CCC(CC1=CN=C2C(=N1)C(=NC(=N2)N)N)C3=CC=C(C=C3)C(=O)NC(CCC(=O)O)C(=O)O. Drug 2: CC1CCCC2(C(O2)CC(NC(=O)CC(C(C(=O)C(C1O)C)(C)C)O)C(=CC3=CSC(=N3)C)C)C. Cell line: MCF7. Synergy scores: CSS=22.2, Synergy_ZIP=-0.861, Synergy_Bliss=-2.24, Synergy_Loewe=-4.18, Synergy_HSA=-3.84.